This data is from Full USPTO retrosynthesis dataset with 1.9M reactions from patents (1976-2016). The task is: Predict the reactants needed to synthesize the given product. (1) Given the product [CH3:17][N:12]1[C:11]2[CH:10]=[CH:9][CH:8]=[CH:7][C:6]=2[C:5]2[C:13]1=[CH:1][CH:2]=[CH:3][CH:4]=2, predict the reactants needed to synthesize it. The reactants are: [CH:1]1[C:13]2[NH:12][C:11]3[C:6](=[CH:7][CH:8]=[CH:9][CH:10]=3)[C:5]=2[CH:4]=[CH:3][CH:2]=1.[H-].[Na+].I[CH3:17]. (2) The reactants are: [Cl:1][C:2]1[CH:32]=[CH:31][C:5]([CH2:6][N:7]2[C:11]3[CH:12]=[C:13]([N:17]4[CH2:22][CH2:21][NH:20][CH2:19][CH2:18]4)[C:14]([F:16])=[CH:15][C:10]=3[N:9]=[C:8]2[CH2:23][O:24][C:25]2[CH:30]=[CH:29][CH:28]=[CH:27][CH:26]=2)=[CH:4][CH:3]=1.[CH:33]1([C:36](Cl)=[O:37])[CH2:35][CH2:34]1. Given the product [Cl:1][C:2]1[CH:32]=[CH:31][C:5]([CH2:6][N:7]2[C:11]3[CH:12]=[C:13]([N:17]4[CH2:22][CH2:21][N:20]([C:36]([CH:33]5[CH2:35][CH2:34]5)=[O:37])[CH2:19][CH2:18]4)[C:14]([F:16])=[CH:15][C:10]=3[N:9]=[C:8]2[CH2:23][O:24][C:25]2[CH:30]=[CH:29][CH:28]=[CH:27][CH:26]=2)=[CH:4][CH:3]=1, predict the reactants needed to synthesize it. (3) The reactants are: OC1C=CC(C(C2C=CC=CC=2)=O)=CC=1.BrCCCCl.C(=O)([O-])[O-].[K+].[K+].Cl[CH2:28][CH2:29][CH2:30][O:31][C:32]1[CH:45]=[CH:44][C:35]([C:36]([C:38]2[CH:43]=[CH:42][CH:41]=[CH:40][CH:39]=2)=[O:37])=[CH:34][CH:33]=1.C(C1C=CC(OCCCOC2C=CC(C(=O)C3C=CC=CC=3)=CC=2)=CC=1)(=O)C1C=CC=CC=1.[NH:79]([CH2:83][CH2:84][OH:85])[CH2:80][CH2:81][OH:82].[I-].[Na+]. Given the product [OH:82][CH2:81][CH2:80][N:79]([CH2:83][CH2:84][OH:85])[CH2:28][CH2:29][CH2:30][O:31][C:32]1[CH:45]=[CH:44][C:35]([C:36]([C:38]2[CH:43]=[CH:42][CH:41]=[CH:40][CH:39]=2)=[O:37])=[CH:34][CH:33]=1, predict the reactants needed to synthesize it. (4) Given the product [Cl:1][C:2]1[CH:7]=[C:6]2[NH:8][C:9](=[O:42])[C:10]3([CH:15]([C:16]4[CH:21]=[CH:20][CH:19]=[C:18]([Cl:22])[CH:17]=4)[CH2:14][C:13](=[O:23])[NH:12][CH:11]3[C:24]3[CH:29]=[C:28]([C:47]#[CH:48])[CH:27]=[CH:26][C:25]=3[O:31][C:32]3[CH:33]=[CH:34][C:35]([O:38][CH2:39][CH3:40])=[CH:36][CH:37]=3)[C:5]2=[CH:4][CH:3]=1, predict the reactants needed to synthesize it. The reactants are: [Cl:1][C:2]1[CH:7]=[C:6]2[NH:8][C:9](=[O:42])[C:10]3([CH:15]([C:16]4[CH:21]=[CH:20][CH:19]=[C:18]([Cl:22])[CH:17]=4)[CH2:14][C:13](=[O:23])[NH:12][CH:11]3[C:24]3[CH:29]=[C:28](I)[CH:27]=[CH:26][C:25]=3[O:31][C:32]3[CH:37]=[CH:36][C:35]([O:38][CH2:39][CH2:40]O)=[CH:34][CH:33]=3)[C:5]2=[CH:4][CH:3]=1.C[Si]([C:47]#[CH:48])(C)C.C(N(CC)CC)C.[OH-].[Na+]. (5) Given the product [Cl-:1].[Cl:1][C:2]1[N:3]=[C:4]2[C:9]([CH2:10][C:11]3[CH:12]=[CH:13][C:14]([F:20])=[C:15]([CH:19]=3)[C:16]([N:57]3[CH2:63][CH2:62][CH2:61][NH2+:60][CH2:59][CH2:58]3)=[O:17])=[N:8][NH:7][C:6](=[O:21])[N:5]2[C:22]=1[Cl:23], predict the reactants needed to synthesize it. The reactants are: [Cl:1][C:2]1[N:3]=[C:4]2[C:9]([CH2:10][C:11]3[CH:12]=[CH:13][C:14]([F:20])=[C:15]([CH:19]=3)[C:16](O)=[O:17])=[N:8][NH:7][C:6](=[O:21])[N:5]2[C:22]=1[Cl:23].CCN(C(C)C)C(C)C.CN(C(ON1N=NC2C=CC=CC1=2)=[N+](C)C)C.F[P-](F)(F)(F)(F)F.[N:57]1(C(OC(C)(C)C)=O)[CH2:63][CH2:62][CH2:61][NH:60][CH2:59][CH2:58]1.C(O)(C(F)(F)F)=O.Cl. (6) Given the product [Br:1][C:2]1[CH:8]=[CH:7][C:5]([NH:6][N:9]=[C:19]([C:20](=[O:21])[CH3:22])[C:18]([O:24][CH2:25][CH3:26])=[O:23])=[CH:4][CH:3]=1, predict the reactants needed to synthesize it. The reactants are: [Br:1][C:2]1[CH:8]=[CH:7][C:5]([NH2:6])=[CH:4][CH:3]=1.[N:9]([O-])=O.[Na+].C([O-])(=O)C.[Na+].[C:18]([O:24][CH2:25][CH3:26])(=[O:23])[CH2:19][C:20]([CH3:22])=[O:21]. (7) Given the product [CH2:1]([O:8][C:9]1[CH:14]=[CH:13][C:12]([Br:15])=[CH:11][C:10]=1[CH2:16][C:17]([NH:24][C:25]1[CH:26]=[CH:27][C:28]([C:29]([O:31][CH2:32][CH3:33])=[O:30])=[CH:34][CH:35]=1)=[O:19])[C:2]1[CH:3]=[CH:4][CH:5]=[CH:6][CH:7]=1, predict the reactants needed to synthesize it. The reactants are: [CH2:1]([O:8][C:9]1[CH:14]=[CH:13][C:12]([Br:15])=[CH:11][C:10]=1[CH2:16][C:17]([OH:19])=O)[C:2]1[CH:7]=[CH:6][CH:5]=[CH:4][CH:3]=1.S(Cl)(Cl)=O.[NH2:24][C:25]1[CH:35]=[CH:34][C:28]([C:29]([O:31][CH2:32][CH3:33])=[O:30])=[CH:27][CH:26]=1.C(N(CC)CC)C. (8) Given the product [C:3]([O-:5])(=[O:4])[CH3:2].[NH4+:10].[F:27][C:28]1[C:29]2[N:30]([N:46]=[C:47]([C:53]3[CH:54]=[CH:55][C:56]([F:59])=[CH:57][CH:58]=3)[C:48]=2[C:49]([NH:50][CH3:51])=[O:52])[CH:31]=[CH:32][C:33]=1[C:34]1[CH:42]=[C:38]([C:39](=[O:40])[NH:17][C:14]2([C:12]3[O:11][N:10]=[C:9]([CH3:8])[N:13]=3)[CH2:16][CH2:15]2)[C:37]([O:43][CH3:44])=[CH:36][C:35]=1[CH3:45], predict the reactants needed to synthesize it. The reactants are: F[C:2](F)(F)[C:3]([O-:5])=[O:4].[CH3:8][C:9]1[N:13]=[C:12]([C:14]2([NH3+:17])[CH2:16][CH2:15]2)[O:11][N:10]=1.C(N(C(C)C)CC)(C)C.[F:27][C:28]1[C:29]2[N:30]([N:46]=[C:47]([C:53]3[CH:58]=[CH:57][C:56]([F:59])=[CH:55][CH:54]=3)[C:48]=2[C:49](=[O:52])[NH:50][CH3:51])[CH:31]=[CH:32][C:33]=1[C:34]1[C:35]([CH3:45])=[CH:36][C:37]([O:43][CH3:44])=[C:38]([CH:42]=1)[C:39](O)=[O:40].CN(C(ON1N=NC2C=CC=NC1=2)=[N+](C)C)C.F[P-](F)(F)(F)(F)F.